Dataset: Reaction yield outcomes from USPTO patents with 853,638 reactions. Task: Predict the reaction yield, written as a fraction of the theoretical maximum amount of product (1.0 means a 100% yield; for example, 0.34 means a 34% yield). The reactants are [CH2:1]([C@H:3]([NH:10][C:11]([C@@H:13]1[CH2:17][C@H:16]([F:18])[CH2:15][N:14]1[C:19]([O:21][C:22]([CH3:25])([CH3:24])[CH3:23])=[O:20])=[O:12])/[CH:4]=[CH:5]/[C:6]([O:8]C)=[O:7])[CH3:2].[Li+].[OH-]. The catalyst is C1COCC1.O. The product is [CH3:23][C:22]([O:21][C:19]([N:14]1[CH2:15][C@@H:16]([F:18])[CH2:17][C@H:13]1[C:11]([NH:10][C@@H:3]([CH2:1][CH3:2])/[CH:4]=[CH:5]/[C:6]([OH:8])=[O:7])=[O:12])=[O:20])([CH3:24])[CH3:25]. The yield is 0.990.